This data is from NCI-60 drug combinations with 297,098 pairs across 59 cell lines. The task is: Regression. Given two drug SMILES strings and cell line genomic features, predict the synergy score measuring deviation from expected non-interaction effect. Drug 1: COC1=NC(=NC2=C1N=CN2C3C(C(C(O3)CO)O)O)N. Drug 2: CCC1(C2=C(COC1=O)C(=O)N3CC4=CC5=C(C=CC(=C5CN(C)C)O)N=C4C3=C2)O.Cl. Cell line: NCI-H460. Synergy scores: CSS=21.4, Synergy_ZIP=-4.79, Synergy_Bliss=-3.50, Synergy_Loewe=-29.2, Synergy_HSA=-3.76.